This data is from Full USPTO retrosynthesis dataset with 1.9M reactions from patents (1976-2016). The task is: Predict the reactants needed to synthesize the given product. (1) The reactants are: [Br:1][C:2]1[CH:7]=[CH:6][C:5]([OH:8])=[CH:4][N:3]=1.[H-].[Na+].[CH2:11](Br)[C:12]1[CH:17]=[CH:16][CH:15]=[CH:14][CH:13]=1.O. Given the product [CH2:11]([O:8][C:5]1[CH:6]=[CH:7][C:2]([Br:1])=[N:3][CH:4]=1)[C:12]1[CH:17]=[CH:16][CH:15]=[CH:14][CH:13]=1, predict the reactants needed to synthesize it. (2) Given the product [C:1]([C:5]1[CH:6]=[CH:7][C:8]([CH:11]2[C:17]3[CH:18]=[CH:19][CH:20]=[N:21][C:16]=3[CH2:15][CH2:14][CH2:13][N:12]2[C:31]([NH:30][C:24]2[CH:25]=[CH:26][C:27]([F:29])=[CH:28][C:23]=2[F:22])=[O:32])=[CH:9][CH:10]=1)([CH3:4])([CH3:2])[CH3:3], predict the reactants needed to synthesize it. The reactants are: [C:1]([C:5]1[CH:10]=[CH:9][C:8]([CH:11]2[C:17]3[CH:18]=[CH:19][CH:20]=[N:21][C:16]=3[CH2:15][CH2:14][CH2:13][NH:12]2)=[CH:7][CH:6]=1)([CH3:4])([CH3:3])[CH3:2].[F:22][C:23]1[CH:28]=[C:27]([F:29])[CH:26]=[CH:25][C:24]=1[N:30]=[C:31]=[O:32]. (3) Given the product [Br:12][C:6]1[CH:7]=[C:8]([N+:9]([O-:11])=[O:10])[C:2]([F:1])=[CH:3][C:4]=1[NH2:5], predict the reactants needed to synthesize it. The reactants are: [F:1][C:2]1[CH:3]=[C:4]([CH:6]=[CH:7][C:8]=1[N+:9]([O-:11])=[O:10])[NH2:5].[Br:12]N1C(=O)CCC1=O. (4) Given the product [CH:27]1([C:25]([NH:24][C:22]2[N:23]=[C:18]3[CH:17]=[CH:16][C:15]([O:14][C:13]4[CH:30]=[CH:31][C:32]([CH3:33])=[C:11]([NH:10][C:7]([C:5]5[NH:4][N:3]=[C:2]([CH3:1])[CH:6]=5)=[O:9])[CH:12]=4)=[N:20][N:19]3[CH:21]=2)=[O:26])[CH2:28][CH2:29]1, predict the reactants needed to synthesize it. The reactants are: [CH3:1][C:2]1[CH:6]=[C:5]([C:7]([OH:9])=O)[NH:4][N:3]=1.[NH2:10][C:11]1[CH:12]=[C:13]([CH:30]=[CH:31][C:32]=1[CH3:33])[O:14][C:15]1[CH:16]=[CH:17][C:18]2[N:19]([CH:21]=[C:22]([NH:24][C:25]([CH:27]3[CH2:29][CH2:28]3)=[O:26])[N:23]=2)[N:20]=1.ON1C2C=CC=CC=2N=N1.Cl.C(N=C=NCCCN(C)C)C.C(N(CC)CC)C. (5) The reactants are: [C:1]([C:4]1[CH:9]=[C:8]([O:10][C:11]2[CH:16]=[CH:15][C:14]([NH:17][C:18]([C:20]3([C:23]([OH:25])=O)[CH2:22][CH2:21]3)=[O:19])=[C:13]([F:26])[CH:12]=2)[CH:7]=[CH:6][N:5]=1)(=[O:3])[NH2:2].[F:27][C:28]1[CH:34]=[CH:33][C:31]([NH2:32])=[CH:30][CH:29]=1.O.[Cl-].COC1N=C(OC)N=C([N+]2(C)CCOCC2)N=1. Given the product [F:26][C:13]1[CH:12]=[C:11]([CH:16]=[CH:15][C:14]=1[NH:17][C:18]([C:20]1([C:23](=[O:25])[NH:32][C:31]2[CH:33]=[CH:34][C:28]([F:27])=[CH:29][CH:30]=2)[CH2:22][CH2:21]1)=[O:19])[O:10][C:8]1[CH:7]=[CH:6][N:5]=[C:4]([C:1]([NH2:2])=[O:3])[CH:9]=1, predict the reactants needed to synthesize it.